This data is from Retrosynthesis with 50K atom-mapped reactions and 10 reaction types from USPTO. The task is: Predict the reactants needed to synthesize the given product. (1) The reactants are: O=C(O)CCC(=NO)c1ccc(-c2ccccc2)cc1F. Given the product O=C(O)CCC(=NO)c1ccc(-c2ccccc2)c(F)c1, predict the reactants needed to synthesize it. (2) Given the product Cc1ccc2nc(N3CCS(=O)(=O)c4ccccc4C3)cc(NC(=O)C(C)(C)Br)c2c1, predict the reactants needed to synthesize it. The reactants are: CC(C)(Br)C(=O)Cl.Cc1ccc2nc(N3CCS(=O)(=O)c4ccccc4C3)cc(N)c2c1. (3) The reactants are: N#Cc1ccc(C(F)(F)F)nc1Cl.O[C@H](CCCl)c1ccsc1. Given the product N#Cc1ccc(C(F)(F)F)nc1O[C@H](CCCl)c1ccsc1, predict the reactants needed to synthesize it. (4) The reactants are: CCc1nc2ccccc2n1-c1nc(N2CCOCC2)c2nc(CN3CCNCC3(C)C)sc2n1.C[C@H](O)C(=O)O. Given the product CCc1nc2ccccc2n1-c1nc(N2CCOCC2)c2nc(CN3CCN(C(=O)[C@H](C)O)CC3(C)C)sc2n1, predict the reactants needed to synthesize it.